This data is from Catalyst prediction with 721,799 reactions and 888 catalyst types from USPTO. The task is: Predict which catalyst facilitates the given reaction. (1) Reactant: C(OC(=O)[NH:7][CH:8]1[CH2:11][N:10]([CH:12]2[CH2:17][CH2:16][C:15]([OH:26])([C:18]3[CH:19]=[N:20][C:21]([O:24][CH3:25])=[CH:22][CH:23]=3)[CH2:14][CH2:13]2)[CH2:9]1)(C)(C)C.[C:28]([OH:34])([C:30]([F:33])([F:32])[F:31])=[O:29]. Product: [OH:34][C:28]([C:30]([F:33])([F:32])[F:31])=[O:29].[NH2:7][CH:8]1[CH2:9][N:10]([CH:12]2[CH2:13][CH2:14][C:15]([C:18]3[CH:19]=[N:20][C:21]([O:24][CH3:25])=[CH:22][CH:23]=3)([OH:26])[CH2:16][CH2:17]2)[CH2:11]1. The catalyst class is: 2. (2) Reactant: C([Cl:4])(=O)C.[CH3:5][C:6]1[C:7]([N:24]2[CH2:29][CH2:28][O:27][CH2:26][CH2:25]2)=[C:8]([CH2:15][NH:16]C(=O)OC(C)(C)C)[CH:9]=[C:10]([N+:12]([O-:14])=[O:13])[CH:11]=1. Product: [ClH:4].[CH3:5][C:6]1[C:7]([N:24]2[CH2:29][CH2:28][O:27][CH2:26][CH2:25]2)=[C:8]([CH2:15][NH2:16])[CH:9]=[C:10]([N+:12]([O-:14])=[O:13])[CH:11]=1. The catalyst class is: 5. (3) Reactant: Br[C:2]1[CH:7]=[CH:6][C:5]([CH3:8])=[CH:4][N:3]=1.[C:9]([N:11]1[C:19]2[CH:18]=[CH:17][C:16]([CH3:20])=[CH:15][C:14]=2[C:13]2[CH2:21][N:22]([CH3:25])[CH2:23][CH2:24][C:12]1=2)#[CH:10].CCCC[N+](CCCC)(CCCC)CCCC.[F-]. Product: [CH3:25][N:22]1[CH2:23][CH2:24][C:12]2[N:11]([C:9]#[C:10][C:2]3[CH:7]=[CH:6][C:5]([CH3:8])=[CH:4][N:3]=3)[C:19]3[CH:18]=[CH:17][C:16]([CH3:20])=[CH:15][C:14]=3[C:13]=2[CH2:21]1. The catalyst class is: 6. (4) Reactant: C(Cl)(=O)C(Cl)=O.CS(C)=O.[OH:11][CH2:12][C:13]1[CH:18]=[N:17][CH:16]=[C:15]2[S:19][C:20]([C:22]([O:24][C:25]([CH3:28])([CH3:27])[CH3:26])=[O:23])=[CH:21][C:14]=12.C(N(CC)CC)C. Product: [CH:12]([C:13]1[CH:18]=[N:17][CH:16]=[C:15]2[S:19][C:20]([C:22]([O:24][C:25]([CH3:28])([CH3:27])[CH3:26])=[O:23])=[CH:21][C:14]=12)=[O:11]. The catalyst class is: 4. (5) Reactant: [C:1]([C:5]1[CH:6]=[C:7]([NH:23][S:24]([CH3:27])(=[O:26])=[O:25])[C:8]([O:21][CH3:22])=[C:9]([NH:11][C:12](=[O:20])OC2C=CC=CC=2)[CH:10]=1)([CH3:4])([CH3:3])[CH3:2].[Cl:28][C:29]1[N:34]=[C:33]([O:35][C:36]2[C:45]3[C:40](=[CH:41][CH:42]=[CH:43][CH:44]=3)[C:39]([NH2:46])=[CH:38][CH:37]=2)[CH:32]=[CH:31][N:30]=1.CCN(CC)CC. The catalyst class is: 480. Product: [C:1]([C:5]1[CH:10]=[C:9]([NH:11][C:12]([NH:46][C:39]2[C:40]3[C:45](=[CH:44][CH:43]=[CH:42][CH:41]=3)[C:36]([O:35][C:33]3[CH:32]=[CH:31][N:30]=[C:29]([Cl:28])[N:34]=3)=[CH:37][CH:38]=2)=[O:20])[C:8]([O:21][CH3:22])=[C:7]([NH:23][S:24]([CH3:27])(=[O:25])=[O:26])[CH:6]=1)([CH3:4])([CH3:2])[CH3:3]. (6) The catalyst class is: 1. Reactant: [C:1]([C:4]1[CH:5]=[CH:6][C:7]([NH:24][CH2:25][CH3:26])=[C:8]([N:10]=[C:11]2[N:15]([CH2:16][C:17]3[CH:22]=[CH:21][CH:20]=[CH:19][CH:18]=3)[C:14](=[O:23])[CH2:13][S:12]2)[CH:9]=1)(=[O:3])[CH3:2].C[Si]([N-][Si](C)(C)C)(C)C.[Li+].[CH2:37](Br)[C:38]1[CH:43]=[CH:42][CH:41]=[CH:40][CH:39]=1. Product: [C:1]([C:4]1[CH:5]=[CH:6][C:7]([NH:24][CH2:25][CH3:26])=[C:8]([N:10]=[C:11]2[N:15]([CH2:16][C:17]3[CH:18]=[CH:19][CH:20]=[CH:21][CH:22]=3)[C:14](=[O:23])[CH:13]([CH2:37][C:38]3[CH:43]=[CH:42][CH:41]=[CH:40][CH:39]=3)[S:12]2)[CH:9]=1)(=[O:3])[CH3:2].